This data is from Reaction yield outcomes from USPTO patents with 853,638 reactions. The task is: Predict the reaction yield, written as a fraction of the theoretical maximum amount of product (1.0 means a 100% yield; for example, 0.34 means a 34% yield). The reactants are [NH2:1][C@H:2]([C:8]([OH:10])=[O:9])[CH2:3][S:4](=[O:7])([OH:6])=[O:5].S(Cl)([Cl:13])=O.[CH3:15]O. No catalyst specified. The product is [ClH:13].[CH3:15][O:9][C:8](=[O:10])[C@H:2]([CH2:3][S:4](=[O:6])([OH:7])=[O:5])[NH2:1]. The yield is 0.750.